Dataset: Aqueous solubility values for 9,982 compounds from the AqSolDB database. Task: Regression/Classification. Given a drug SMILES string, predict its absorption, distribution, metabolism, or excretion properties. Task type varies by dataset: regression for continuous measurements (e.g., permeability, clearance, half-life) or binary classification for categorical outcomes (e.g., BBB penetration, CYP inhibition). For this dataset (solubility_aqsoldb), we predict Y. (1) The drug is CCC(=O)c1cccc(Cl)c1. The Y is -1.85 log mol/L. (2) The drug is CCCCCCCC(=O)OCn1cnc2c1c(=O)n(C)c(=O)n2C. The Y is -3.45 log mol/L. (3) The molecule is CCOC(=O)C1=NN(c2ccc(Cl)cc2Cl)C(C)(C(=O)OCC)C1. The Y is -4.27 log mol/L. (4) The Y is -2.14 log mol/L. The drug is O=P(Oc1ccccc1)(Oc1ccccc1)N1CCOCC1. (5) The compound is Clc1ccc(-c2ccccc2Cl)cc1. The Y is -5.28 log mol/L. (6) The drug is CC(C)(C)c1ccc(O)c(C(C)(C)C)c1. The Y is -3.80 log mol/L. (7) The compound is C=CC1CN2CCC1C[C@H]2[C@H](O)c1ccnc2ccc(OC)cc12. The Y is -2.79 log mol/L. (8) The drug is O=C(O)CN(CCN(CC(=O)O)CC(=O)O)CC(=O)O. The Y is -2.77 log mol/L. (9) The molecule is O=C(Oc1ccccc1)n1cc(F)c(=O)[nH]c1=O. The Y is -2.44 log mol/L. (10) The compound is Cc1cccc(Nc2ccccc2C(=O)O)c1C. The Y is -4.08 log mol/L.